Dataset: Reaction yield outcomes from USPTO patents with 853,638 reactions. Task: Predict the reaction yield, written as a fraction of the theoretical maximum amount of product (1.0 means a 100% yield; for example, 0.34 means a 34% yield). (1) The reactants are [Br:1][C:2]1[CH:3]=[C:4]2[C:8](=[CH:9][CH:10]=1)[C:7](=[O:11])[CH2:6][CH2:5]2.[N-:12]=[N+]=[N-].[Na+].[OH-].[Na+]. The catalyst is S(=O)(=O)(O)O. The product is [Br:1][C:2]1[CH:3]=[C:4]2[C:8](=[CH:9][CH:10]=1)[C:7](=[O:11])[NH:12][CH2:6][CH2:5]2. The yield is 0.0700. (2) The reactants are Br[C:2]1[CH:3]=[C:4]2[C:9](=[CH:10][CH:11]=1)[N:8]([C:12](=[O:14])[CH3:13])[C@@H:7]([CH:15]1[CH2:17][CH2:16]1)[C@H:6]([CH3:18])[C@H:5]2[NH:19][C:20]1[N:25]=[CH:24][CH:23]=[CH:22][N:21]=1.Cl.[CH3:27][N:28]1[CH2:33][CH2:32][NH:31][CH2:30][C:29]1=[O:34].CN(C1C(C2C(P(C3CCCCC3)C3CCCCC3)=CC=CC=2)=CC=CC=1)C.CC(C)([O-])C.[Na+]. The catalyst is O1CCOCC1.C1C=CC(/C=C/C(/C=C/C2C=CC=CC=2)=O)=CC=1.C1C=CC(/C=C/C(/C=C/C2C=CC=CC=2)=O)=CC=1.C1C=CC(/C=C/C(/C=C/C2C=CC=CC=2)=O)=CC=1.[Pd].[Pd]. The product is [C:12]([N:8]1[C:9]2[C:4](=[CH:3][C:2]([N:31]3[CH2:32][CH2:33][N:28]([CH3:27])[C:29](=[O:34])[CH2:30]3)=[CH:11][CH:10]=2)[C@H:5]([NH:19][C:20]2[N:21]=[CH:22][CH:23]=[CH:24][N:25]=2)[C@@H:6]([CH3:18])[C@@H:7]1[CH:15]1[CH2:16][CH2:17]1)(=[O:14])[CH3:13]. The yield is 0.190. (3) The reactants are [CH:1]([N:4]([CH:7]([CH3:9])C)[CH2:5][CH3:6])([CH3:3])C.ClC1C=[CH:17][C:14]([C:15]#[N:16])=[CH:13][N:12]=1.[C:19]([O:23][C:24](C1CCNC1)=[O:25])([CH3:22])([CH3:21])[CH3:20].C[N:32](C=O)C. The catalyst is ClCCl. The product is [C:19]([O:23][C:24](=[O:25])[NH:32][CH:9]1[CH2:6][CH2:5][N:4]([C:1]2[CH:3]=[CH:17][C:14]([C:15]#[N:16])=[CH:13][N:12]=2)[CH2:7]1)([CH3:22])([CH3:21])[CH3:20]. The yield is 0.780. (4) The reactants are [C:1]([P:5](Cl)[C:6]([CH3:9])([CH3:8])[CH3:7])([CH3:4])([CH3:3])[CH3:2].O1CC[CH2:13][CH2:12]1.C([Mg]Cl)C.S(=O)(=O)(O)O. The catalyst is [Cu]Br.C1(C)C=CC=CC=1. The product is [C:1]([P:5]([C:6]([CH3:9])([CH3:8])[CH3:7])[CH2:12][CH3:13])([CH3:4])([CH3:3])[CH3:2]. The yield is 0.882. (5) The reactants are [F:1][C:2]1[CH:3]=[CH:4][C:5]2[N:6]([C:8]([N:11]3[CH2:16][CH2:15][CH:14]([OH:17])[CH2:13][CH2:12]3)=[N:9][N:10]=2)[CH:7]=1.[H-].[Na+].[CH2:20](Br)[CH:21]=[CH2:22].O. The yield is 0.290. The catalyst is C1COCC1.CCOC(C)=O.CO. The product is [CH2:22]([O:17][CH:14]1[CH2:15][CH2:16][N:11]([C:8]2[N:6]3[CH:7]=[C:2]([F:1])[CH:3]=[CH:4][C:5]3=[N:10][N:9]=2)[CH2:12][CH2:13]1)[CH:21]=[CH2:20].